Dataset: NCI-60 drug combinations with 297,098 pairs across 59 cell lines. Task: Regression. Given two drug SMILES strings and cell line genomic features, predict the synergy score measuring deviation from expected non-interaction effect. (1) Drug 1: CC1OCC2C(O1)C(C(C(O2)OC3C4COC(=O)C4C(C5=CC6=C(C=C35)OCO6)C7=CC(=C(C(=C7)OC)O)OC)O)O. Drug 2: CC1=C(C(CCC1)(C)C)C=CC(=CC=CC(=CC(=O)O)C)C. Cell line: MDA-MB-231. Synergy scores: CSS=19.6, Synergy_ZIP=5.03, Synergy_Bliss=4.88, Synergy_Loewe=-5.97, Synergy_HSA=0.752. (2) Drug 1: C1=C(C(=O)NC(=O)N1)N(CCCl)CCCl. Drug 2: C(CC(=O)O)C(=O)CN.Cl. Cell line: ACHN. Synergy scores: CSS=45.3, Synergy_ZIP=-5.50, Synergy_Bliss=-9.91, Synergy_Loewe=-35.4, Synergy_HSA=-10.1. (3) Drug 1: CC1CCC2CC(C(=CC=CC=CC(CC(C(=O)C(C(C(=CC(C(=O)CC(OC(=O)C3CCCCN3C(=O)C(=O)C1(O2)O)C(C)CC4CCC(C(C4)OC)OCCO)C)C)O)OC)C)C)C)OC. Drug 2: C(CC(=O)O)C(=O)CN.Cl. Cell line: SK-MEL-2. Synergy scores: CSS=39.3, Synergy_ZIP=-2.01, Synergy_Bliss=-0.706, Synergy_Loewe=-5.06, Synergy_HSA=1.18. (4) Drug 1: C1C(C(OC1N2C=NC(=NC2=O)N)CO)O. Drug 2: CC12CCC3C(C1CCC2OP(=O)(O)O)CCC4=C3C=CC(=C4)OC(=O)N(CCCl)CCCl.[Na+]. Cell line: SF-539. Synergy scores: CSS=12.2, Synergy_ZIP=7.00, Synergy_Bliss=-4.95, Synergy_Loewe=-24.6, Synergy_HSA=-23.2. (5) Drug 1: C1=NC2=C(N1)C(=S)N=CN2. Drug 2: CC12CCC3C(C1CCC2OP(=O)(O)O)CCC4=C3C=CC(=C4)OC(=O)N(CCCl)CCCl.[Na+]. Cell line: U251. Synergy scores: CSS=16.8, Synergy_ZIP=-4.27, Synergy_Bliss=-4.01, Synergy_Loewe=-31.2, Synergy_HSA=-4.12. (6) Drug 1: CC12CCC(CC1=CCC3C2CCC4(C3CC=C4C5=CN=CC=C5)C)O. Drug 2: C1=CC(=CC=C1C#N)C(C2=CC=C(C=C2)C#N)N3C=NC=N3. Cell line: 786-0. Synergy scores: CSS=12.4, Synergy_ZIP=-2.33, Synergy_Bliss=3.58, Synergy_Loewe=1.52, Synergy_HSA=3.64.